This data is from Experimentally validated miRNA-target interactions with 360,000+ pairs, plus equal number of negative samples. The task is: Binary Classification. Given a miRNA mature sequence and a target amino acid sequence, predict their likelihood of interaction. The miRNA is hsa-miR-4778-3p with sequence UCUUCUUCCUUUGCAGAGUUGA. The protein sequence of the target gene is MLRRILQRTPGRVGSQGSDLDSSATPINTVDVNNESSSEGFICPQCMKSLGSADELFKHYEAVHDAGNDSGHGGESNLALKRDDVTLLRQEVQDLQASLKEEKWYSEELKKELEKYQGLQQQEAKPDGLVTDSSAELQSLEQQLEEAQTENFNIKQMKDLFEQKAAQLATEIADIKSKYDEERSLREAAEQKVTRLTEELNKEATVIQDLKTELLQRPGIEDVAVLKKELVQVQTLMDNMTLERERESEKLKDECKKLQSQYASSEATISQLRSELAKGPQEVAVYVQELQKLKSSVNEL.... Result: 0 (no interaction).